From a dataset of Full USPTO retrosynthesis dataset with 1.9M reactions from patents (1976-2016). Predict the reactants needed to synthesize the given product. (1) Given the product [C:19]([O:29][C:30]([C:5]([C:4]([C:8]([C:9]([C:10]([F:12])([F:11])[F:13])([F:15])[F:14])([F:16])[F:17])([F:18])[F:3])([O:6][CH2:42][CH3:43])[F:7])([C:32]([F:1])([F:33])[F:34])[F:31])([C:22]([C:25]([F:28])([F:27])[F:26])([F:24])[F:23])([F:21])[F:20], predict the reactants needed to synthesize it. The reactants are: [F-:1].[K+].[F:3][C:4]([F:18])([C:8]([F:17])([F:16])[C:9]([F:15])([F:14])[C:10]([F:13])([F:12])[F:11])[C:5]([F:7])=[O:6].[C:19]([O:29][C:30](=[C:32]([F:34])[F:33])[F:31])([C:22]([C:25]([F:28])([F:27])[F:26])([F:24])[F:23])([F:21])[F:20].S(O[CH2:42][CH3:43])(OCC)(=O)=O.[OH-].[K+]. (2) Given the product [S:23]([C:20]1[CH:19]=[CH:18][C:17]([NH:16][C:13]([C:7]2[C:6]3[C:10](=[CH:11][CH:12]=[C:4]([N+:1]([O-:3])=[O:2])[CH:5]=3)[NH:9][N:8]=2)=[O:15])=[CH:22][CH:21]=1)(=[O:24])(=[O:25])[NH2:26], predict the reactants needed to synthesize it. The reactants are: [N+:1]([C:4]1[CH:5]=[C:6]2[C:10](=[CH:11][CH:12]=1)[NH:9][N:8]=[C:7]2[C:13]([OH:15])=O)([O-:3])=[O:2].[NH2:16][C:17]1[CH:22]=[CH:21][C:20]([S:23]([NH2:26])(=[O:25])=[O:24])=[CH:19][CH:18]=1. (3) Given the product [Cl:12][C:10]1[N:9]=[CH:8][C:4]2[N:5]=[CH:6][N:7]=[C:2]([NH:23][C:22]3[CH:21]=[CH:20][C:19]([O:18][CH2:17][C:16]4[CH:26]=[CH:27][CH:28]=[C:14]([F:13])[CH:15]=4)=[CH:25][CH:24]=3)[C:3]=2[CH:11]=1, predict the reactants needed to synthesize it. The reactants are: Cl[C:2]1[C:3]2[CH:11]=[C:10]([Cl:12])[N:9]=[CH:8][C:4]=2[N:5]=[CH:6][N:7]=1.[F:13][C:14]1[CH:15]=[C:16]([CH:26]=[CH:27][CH:28]=1)[CH2:17][O:18][C:19]1[CH:25]=[CH:24][C:22]([NH2:23])=[CH:21][CH:20]=1. (4) Given the product [NH2:20][C:8]1[CH:7]=[C:6]([C:54]([NH:51][CH2:50][CH:47]2[CH2:46][CH2:45][N:44]([CH2:43][C:40]3[S:39][C:38]([C:33]4[CH:34]=[CH:35][CH:36]=[CH:37][N:32]=4)=[N:42][CH:41]=3)[CH2:49][CH2:48]2)=[O:55])[C:5]2[N:1]([CH:12]=[CH:11][N:13]=2)[C:9]=1[C:4]#[N:3], predict the reactants needed to synthesize it. The reactants are: [N:1]1(O)[C:5]2[CH:6]=[CH:7][CH:8]=[CH:9][C:4]=2[N:3]=N1.[CH2:11]([N:13](CC)CC)[CH3:12].C([N:20]=C=NCCCN(C)C)C.Cl.Cl.Cl.[N:32]1[CH:37]=[CH:36][CH:35]=[CH:34][C:33]=1[C:38]1[S:39][C:40]([CH2:43][N:44]2[CH2:49][CH2:48][CH:47]([CH2:50][NH2:51])[CH2:46][CH2:45]2)=[CH:41][N:42]=1.CN(C)[CH:54]=[O:55]. (5) Given the product [C:29]1([C:35]2[CH:44]=[CH:43][CH:42]=[C:41]3[C:36]=2[C:37]([NH:53][CH2:54][C:55]2[CH:60]=[CH:59][CH:58]=[CH:57][N:56]=2)=[N:62][C:39]([C:45]2[CH:52]=[C:49](/[CH:50]=[CH:11]/[S:8]([NH:7][C:6](=[O:26])[O:5][C:1]([CH3:3])([CH3:2])[CH3:4])(=[O:10])=[O:9])[CH:48]=[N:47][CH:46]=2)=[N:40]3)[CH:34]=[CH:33][CH:32]=[CH:31][CH:30]=1, predict the reactants needed to synthesize it. The reactants are: [C:1]([O:5][C:6](=[O:26])[NH:7][S:8]([CH2:11]P(C1C=CC=CC=1)(C1C=CC=CC=1)=O)(=[O:10])=[O:9])([CH3:4])([CH3:3])[CH3:2].[H-].[Na+].[C:29]1([C:35]2[CH:44]=[CH:43][CH:42]=[C:41]3[C:36]=2[C:37]([NH:53][CH2:54][C:55]2[CH:60]=[CH:59][CH:58]=[CH:57][N:56]=2)=N[C:39]([C:45]2[CH:46]=[N:47][CH:48]=[C:49]([CH:52]=2)[CH:50]=O)=[N:40]3)[CH:34]=[CH:33][CH:32]=[CH:31][CH:30]=1.[Cl-].[NH4+:62]. (6) Given the product [Br:15][C:10]1[CH:9]=[C:8]2[C:13](=[CH:12][C:11]=1[CH3:14])[N:4]([CH:1]([CH3:3])[CH3:2])[CH2:5][CH2:6][CH2:7]2, predict the reactants needed to synthesize it. The reactants are: [CH:1]([N:4]1[C:13]2[C:8](=[CH:9][CH:10]=[C:11]([CH3:14])[CH:12]=2)[CH2:7][CH2:6][CH2:5]1)([CH3:3])[CH3:2].[Br-:15].[Br-].[Br-].C([N+](CCCC)(CCCC)CCCC)CCC.C([N+](CCCC)(CCCC)CCCC)CCC.C([N+](CCCC)(CCCC)CCCC)CCC.